This data is from Forward reaction prediction with 1.9M reactions from USPTO patents (1976-2016). The task is: Predict the product of the given reaction. Given the reactants [N:1]1([CH2:7][CH2:8][O:9][C:10]2[CH:15]=[CH:14][C:13]([C:16]3[O:17][C:18]4[CH:24]=[C:23](B5OC(C)(C)C(C)(C)O5)[CH:22]=[CH:21][C:19]=4[N:20]=3)=[CH:12][CH:11]=2)[CH2:6][CH2:5][O:4][CH2:3][CH2:2]1.FC(F)(F)S(O[C:40]1[CH:41]2[CH:43]([C:44](=[O:56])[N:45]([CH2:47][C:48]3[CH:53]=[CH:52][C:51]([O:54][CH3:55])=[CH:50][CH:49]=3)[N:46]=1)[CH2:42]2)(=O)=O, predict the reaction product. The product is: [CH3:55][O:54][C:51]1[CH:50]=[CH:49][C:48]([CH2:47][N:45]2[N:46]=[C:40]([C:23]3[CH:22]=[CH:21][C:19]4[N:20]=[C:16]([C:13]5[CH:14]=[CH:15][C:10]([O:9][CH2:8][CH2:7][N:1]6[CH2:6][CH2:5][O:4][CH2:3][CH2:2]6)=[CH:11][CH:12]=5)[O:17][C:18]=4[CH:24]=3)[CH:41]3[CH:43]([CH2:42]3)[C:44]2=[O:56])=[CH:53][CH:52]=1.